Dataset: Reaction yield outcomes from USPTO patents with 853,638 reactions. Task: Predict the reaction yield, written as a fraction of the theoretical maximum amount of product (1.0 means a 100% yield; for example, 0.34 means a 34% yield). The reactants are [NH2:1][CH2:2][CH2:3][CH2:4][O:5][C:6]1[CH:15]=[C:14]2[C:9]([C:10]([O:16][C:17]3[CH:22]=[CH:21][C:20]([Br:23])=[CH:19][C:18]=3[F:24])=[N:11][CH:12]=[N:13]2)=[CH:8][C:7]=1[O:25][CH3:26].C(N(CC)CC)C.[CH3:34][S:35](Cl)(=[O:37])=[O:36]. The catalyst is ClCCl. The product is [Br:23][C:20]1[CH:21]=[CH:22][C:17]([O:16][C:10]2[C:9]3[C:14](=[CH:15][C:6]([O:5][CH2:4][CH2:3][CH2:2][NH:1][S:35]([CH3:34])(=[O:37])=[O:36])=[C:7]([O:25][CH3:26])[CH:8]=3)[N:13]=[CH:12][N:11]=2)=[C:18]([F:24])[CH:19]=1. The yield is 0.930.